Dataset: Reaction yield outcomes from USPTO patents with 853,638 reactions. Task: Predict the reaction yield, written as a fraction of the theoretical maximum amount of product (1.0 means a 100% yield; for example, 0.34 means a 34% yield). The reactants are CON(C)[C:4](=[O:22])[C:5]1[CH:10]=[CH:9][CH:8]=[CH:7][C:6]=1[CH2:11][S:12]([C:15]1[CH:20]=[CH:19][C:18]([CH3:21])=[CH:17][CH:16]=1)(=[O:14])=[O:13].[H-].[H-].[H-].[H-].[Li+].[Al+3]. The catalyst is C1COCC1.CCOC(C)=O. The product is [CH3:21][C:18]1[CH:17]=[CH:16][C:15]([S:12]([CH2:11][C:6]2[CH:7]=[CH:8][CH:9]=[CH:10][C:5]=2[CH:4]=[O:22])(=[O:14])=[O:13])=[CH:20][CH:19]=1. The yield is 1.00.